From a dataset of Full USPTO retrosynthesis dataset with 1.9M reactions from patents (1976-2016). Predict the reactants needed to synthesize the given product. (1) Given the product [N+:8]([C:5]1[N:6]=[CH:7][C:2]([N:11]2[CH2:16][CH2:15][NH:14][CH2:13][CH2:12]2)=[CH:3][CH:4]=1)([O-:10])=[O:9], predict the reactants needed to synthesize it. The reactants are: Br[C:2]1[CH:3]=[CH:4][C:5]([N+:8]([O-:10])=[O:9])=[N:6][CH:7]=1.[NH:11]1[CH2:16][CH2:15][NH:14][CH2:13][CH2:12]1. (2) Given the product [Cl:24][C:6]1[N:7]([CH2:11][C:12]#[N:13])[C:8]2[C:4]([C:5]=1[S:14][CH3:16])=[CH:3][C:2]([Cl:1])=[CH:10][CH:9]=2, predict the reactants needed to synthesize it. The reactants are: [Cl:1][C:2]1[CH:3]=[C:4]2[C:8](=[CH:9][CH:10]=1)[N:7]([CH2:11][C:12]#[N:13])[CH:6]=[C:5]2[S:14]([CH3:16])=O.C(=O)(O)[O-].[Na+].S(Cl)([Cl:24])=O. (3) Given the product [Si:3]([O:10][CH2:11][C:12]1[C:17]([F:18])=[CH:16][N:15]=[C:14]([CH:19]2[CH2:20][CH:21]([O:23][C:24]([S:26][CH3:27])=[S:25])[CH2:22]2)[CH:13]=1)([C:6]([CH3:9])([CH3:8])[CH3:7])([CH3:5])[CH3:4], predict the reactants needed to synthesize it. The reactants are: [H-].[Na+].[Si:3]([O:10][CH2:11][C:12]1[C:17]([F:18])=[CH:16][N:15]=[C:14]([CH:19]2[CH2:22][CH:21]([OH:23])[CH2:20]2)[CH:13]=1)([C:6]([CH3:9])([CH3:8])[CH3:7])([CH3:5])[CH3:4].[C:24](=[S:26])=[S:25].[CH3:27]I. (4) Given the product [CH2:19]([C:15]1[CH:16]=[CH:17][CH:18]=[C:13]([CH2:11][CH3:12])[C:14]=1[C:21]1[N:26]=[C:25]([CH3:27])[C:24]([C:28]([CH:30]2[C:39]3[C:34](=[CH:35][CH:36]=[CH:37][CH:38]=3)[CH2:33][CH2:32][CH2:31]2)=[O:29])=[C:23]([O:40][CH3:41])[CH:22]=1)[CH3:20], predict the reactants needed to synthesize it. The reactants are: CS(C)=O.C(Cl)(=O)C(Cl)=O.[CH2:11]([C:13]1[CH:18]=[CH:17][CH:16]=[C:15]([CH2:19][CH3:20])[C:14]=1[C:21]1[N:26]=[C:25]([CH3:27])[C:24]([CH:28]([CH:30]2[C:39]3[C:34](=[CH:35][CH:36]=[CH:37][CH:38]=3)[CH2:33][CH2:32][CH2:31]2)[OH:29])=[C:23]([O:40][CH3:41])[CH:22]=1)[CH3:12].C(N(CC)CC)C. (5) Given the product [CH3:1][O:2][C:3]1[CH:4]=[C:5]([C:11]2[CH:12]=[C:13]3[C:18](=[CH:19][CH:20]=2)[N:17]=[CH:16][N:15]=[C:14]3[C:21]2[CH:22]=[N:23][C:24]([N:27]3[CH2:28][CH2:29][N:30]([S:34]([CH3:33])(=[O:36])=[O:35])[CH2:31][CH2:32]3)=[CH:25][CH:26]=2)[CH:6]=[CH:7][C:8]=1[O:9][CH3:10], predict the reactants needed to synthesize it. The reactants are: [CH3:1][O:2][C:3]1[CH:4]=[C:5]([C:11]2[CH:12]=[C:13]3[C:18](=[CH:19][CH:20]=2)[N:17]=[CH:16][N:15]=[C:14]3[C:21]2[CH:22]=[N:23][C:24]([N:27]3[CH2:32][CH2:31][NH:30][CH2:29][CH2:28]3)=[CH:25][CH:26]=2)[CH:6]=[CH:7][C:8]=1[O:9][CH3:10].[CH3:33][S:34](Cl)(=[O:36])=[O:35]. (6) Given the product [F:1][C:2]1[CH:16]=[CH:15][C:5]([C:6]([NH:8][CH:9]2[CH2:14][CH2:13][N:12]([C:30](=[O:31])[C:29]3[CH:33]=[CH:34][C:26]([O:25][C:24]([F:23])([F:35])[F:36])=[CH:27][CH:28]=3)[CH2:11][CH2:10]2)=[O:7])=[CH:4][CH:3]=1, predict the reactants needed to synthesize it. The reactants are: [F:1][C:2]1[CH:16]=[CH:15][C:5]([C:6]([NH:8][CH:9]2[CH2:14][CH2:13][NH:12][CH2:11][CH2:10]2)=[O:7])=[CH:4][CH:3]=1.N1C=CC=CC=1.[F:23][C:24]([F:36])([F:35])[O:25][C:26]1[CH:34]=[CH:33][C:29]([C:30](Cl)=[O:31])=[CH:28][CH:27]=1.O. (7) Given the product [Br:1][C:2]1[CH:3]=[N:4][C:5]([N:12]2[CH2:13][CH2:14][CH2:15][CH:11]2[CH3:10])=[N:6][CH:7]=1, predict the reactants needed to synthesize it. The reactants are: [Br:1][C:2]1[CH:3]=[N:4][C:5](Cl)=[N:6][CH:7]=1.Cl.[CH3:10][CH:11]1[CH2:15][CH2:14][CH2:13][NH:12]1.C([O-])([O-])=O.[K+].[K+]. (8) Given the product [Cl:1][C:2]1[C:3]([CH3:10])=[C:4]([C:5]([Cl:8])=[CH:6][CH:7]=1)[CH2:9][Br:16], predict the reactants needed to synthesize it. The reactants are: [Cl:1][C:2]1[CH:7]=[CH:6][C:5]([Cl:8])=[C:4]([CH3:9])[C:3]=1[CH3:10].OS(O)(=O)=O.[BrH:16].CC(N=NC(C#N)(C)C)(C#N)C.OO.